From a dataset of Forward reaction prediction with 1.9M reactions from USPTO patents (1976-2016). Predict the product of the given reaction. Given the reactants [N:1]([O-:3])=O.[Na+].[N:5]1([C:14]2[CH:19]=[CH:18][C:17]([C:20](=[O:28])[CH2:21][C:22]3[CH:23]=[N:24][CH:25]=[CH:26][CH:27]=3)=[CH:16][CH:15]=2)[C:9]2=[N:10][CH:11]=[CH:12][CH:13]=[C:8]2[CH:7]=[CH:6]1.C(O)(=O)C, predict the reaction product. The product is: [N:5]1([C:14]2[CH:19]=[CH:18][C:17]([C:20](=[O:28])[C:21](=[N:1][OH:3])[C:22]3[CH:23]=[N:24][CH:25]=[CH:26][CH:27]=3)=[CH:16][CH:15]=2)[C:9]2=[N:10][CH:11]=[CH:12][CH:13]=[C:8]2[CH:7]=[CH:6]1.